Dataset: Full USPTO retrosynthesis dataset with 1.9M reactions from patents (1976-2016). Task: Predict the reactants needed to synthesize the given product. (1) Given the product [CH2:7]([C:6]1([CH3:9])[CH2:5][CH2:4][O:3][S:1](=[O:10])(=[O:11])[NH:2]1)[CH3:8], predict the reactants needed to synthesize it. The reactants are: [S:1](=[O:11])(=[O:10])([O:3][CH2:4][CH2:5][CH:6]([CH3:9])[CH2:7][CH3:8])[NH2:2].C(OI(C1C=CC=CC=1)OC(=O)C)(=O)C. (2) Given the product [Cl:22][C:23]1[S:27][C:26]([CH2:28][O:20][C:17]2[CH:18]=[CH:19][N:14]([C:9]3[CH:8]=[CH:7][C:6]4[C:11](=[C:12]([CH3:13])[N:4]([CH:1]5[CH2:2][CH2:3]5)[N:5]=4)[CH:10]=3)[C:15](=[O:21])[CH:16]=2)=[CH:25][CH:24]=1, predict the reactants needed to synthesize it. The reactants are: [CH:1]1([N:4]2[C:12]([CH3:13])=[C:11]3[C:6]([CH:7]=[CH:8][C:9]([N:14]4[CH:19]=[CH:18][C:17]([OH:20])=[CH:16][C:15]4=[O:21])=[CH:10]3)=[N:5]2)[CH2:3][CH2:2]1.[Cl:22][C:23]1[S:27][C:26]([CH2:28]O)=[CH:25][CH:24]=1.N(C(N1CCCCC1)=O)=NC(N1CCCCC1)=O.C(P(CCCC)CCCC)CCC. (3) Given the product [Cl:9][C:5]1[N:4]=[CH:3][C:2]([NH2:1])=[CH:7][C:6]=1/[CH:33]=[CH:32]/[C:34]1[CH:39]=[CH:38][N:37]=[CH:36][CH:35]=1, predict the reactants needed to synthesize it. The reactants are: [NH2:1][C:2]1[CH:3]=[N:4][C:5]([Cl:9])=[C:6](Br)[CH:7]=1.C1(C)C=CC=CC=1P(C1C=CC=CC=1C)C1C=CC=CC=1C.[CH:32]([C:34]1[CH:39]=[CH:38][N:37]=[CH:36][CH:35]=1)=[CH2:33].C(N(CC)CC)C. (4) Given the product [N:8]1[CH:9]=[C:4]([NH2:1])[CH:5]=[C:6]2[CH2:12][CH2:11][CH2:10][C:7]=12, predict the reactants needed to synthesize it. The reactants are: [N+:1]([C:4]1[CH:5]=[C:6]2[CH2:12][CH2:11][CH2:10][C:7]2=[N:8][CH:9]=1)([O-])=O. (5) Given the product [C:29]1([C:28](=[N:27][CH:26]([C@H:12]([CH2:13][O:14][CH3:15])[CH2:16][CH2:17][CH2:18][CH2:19][CH:20]=[CH2:21])[C:25]([O:24][CH2:22][CH3:23])=[O:41])[C:35]2[CH:40]=[CH:39][CH:38]=[CH:37][CH:36]=2)[CH:30]=[CH:31][CH:32]=[CH:33][CH:34]=1, predict the reactants needed to synthesize it. The reactants are: CC1C=CC(S(O[C@H:12]([CH2:16][CH2:17][CH2:18][CH2:19][CH:20]=[CH2:21])[CH2:13][O:14][CH3:15])(=O)=O)=CC=1.[CH2:22]([O:24][C:25](=[O:41])[CH2:26][N:27]=[C:28]([C:35]1[CH:40]=[CH:39][CH:38]=[CH:37][CH:36]=1)[C:29]1[CH:34]=[CH:33][CH:32]=[CH:31][CH:30]=1)[CH3:23].CC([O-])(C)C.[K+]. (6) Given the product [F:1][C:2]([F:7])([F:6])[C:3]([OH:5])=[O:4].[CH2:49]([N:10]([CH2:8][CH3:9])[CH2:11][CH2:12][CH2:13][NH:14][C:15]1[N:16]=[C:17]([C:34]2[CH:35]=[C:36]([CH:44]=[C:45]([F:48])[C:46]=2[CH3:47])[C:37]([OH:39])=[O:38])[C:18]2[CH:24]=[CH:23][C:22](=[O:25])[N:21]([C:26]3[C:27]([F:33])=[CH:28][CH:29]=[CH:30][C:31]=3[F:32])[C:19]=2[N:20]=1)[CH3:50], predict the reactants needed to synthesize it. The reactants are: [F:1][C:2]([F:7])([F:6])[C:3]([OH:5])=[O:4].[CH2:8]([N:10]([CH2:49][CH3:50])[CH2:11][CH2:12][CH2:13][NH:14][C:15]1[N:16]=[C:17]([C:34]2[CH:35]=[C:36]([CH:44]=[C:45]([F:48])[C:46]=2[CH3:47])[C:37]([O:39]C(C)(C)C)=[O:38])[C:18]2[CH:24]=[CH:23][C:22](=[O:25])[N:21]([C:26]3[C:31]([F:32])=[CH:30][CH:29]=[CH:28][C:27]=3[F:33])[C:19]=2[N:20]=1)[CH3:9].ClCCl.C(O)(C(F)(F)F)=O.C([SiH](CC)CC)C. (7) Given the product [C:11]1([C:2]2[CH:3]=[CH:4][C:5]3[S:9][CH:8]=[CH:7][C:6]=3[CH:10]=2)[CH:16]=[CH:15][CH:14]=[CH:13][CH:12]=1, predict the reactants needed to synthesize it. The reactants are: Br[C:2]1[CH:3]=[CH:4][C:5]2[S:9][CH:8]=[CH:7][C:6]=2[CH:10]=1.[C:11]1(B(O)O)[CH:16]=[CH:15][CH:14]=[CH:13][CH:12]=1.C(=O)([O-])[O-].[K+].[K+].